From a dataset of Catalyst prediction with 721,799 reactions and 888 catalyst types from USPTO. Predict which catalyst facilitates the given reaction. (1) Reactant: O[C@H:2]([CH2:35][CH3:36])[CH2:3][NH:4][C:5]([C:7]1[NH:8][C:9]([C:12]2[CH:17]=[C:16]([O:18][Si:19]([CH:26]([CH3:28])[CH3:27])([CH:23]([CH3:25])[CH3:24])[CH:20]([CH3:22])[CH3:21])[CH:15]=[C:14]([O:29][C@@H:30]([CH3:34])[CH2:31][O:32][CH3:33])[CH:13]=2)=[CH:10][CH:11]=1)=[O:6].CS(O)(=O)=O.C(N(CC)CC)C.[Cl-].[NH4+]. Product: [CH2:35]([C@@H:2]1[O:6][C:5]([C:7]2[NH:8][C:9]([C:12]3[CH:17]=[C:16]([O:18][Si:19]([CH:23]([CH3:25])[CH3:24])([CH:26]([CH3:28])[CH3:27])[CH:20]([CH3:21])[CH3:22])[CH:15]=[C:14]([O:29][C@@H:30]([CH3:34])[CH2:31][O:32][CH3:33])[CH:13]=3)=[CH:10][CH:11]=2)=[N:4][CH2:3]1)[CH3:36]. The catalyst class is: 7. (2) Reactant: [OH:1][C:2]1[CH:10]=[CH:9][CH:8]=[CH:7][C:3]=1[C:4]([OH:6])=O.[NH2:11][C:12]1[CH:13]=[C:14]([C:18]2[N:23]=[C:22]([NH2:24])[N:21]=[C:20]([NH:25][CH3:26])[CH:19]=2)[CH:15]=[CH:16][CH:17]=1.C1(N=C=NC2CCCCC2)CCCCC1. Product: [NH2:24][C:22]1[N:23]=[C:18]([C:14]2[CH:13]=[C:12]([NH:11][C:4](=[O:6])[C:3]3[CH:7]=[CH:8][CH:9]=[CH:10][C:2]=3[OH:1])[CH:17]=[CH:16][CH:15]=2)[CH:19]=[C:20]([NH:25][CH3:26])[N:21]=1. The catalyst class is: 23. (3) Reactant: [Cl:1]N1C(=O)CCC1=O.[Cl:9][C:10]1[CH:15]=[CH:14][C:13]([NH:16][C:17]([CH:19]2[CH2:24][CH2:23][CH2:22][N:21]([C:25](=[O:37])[C:26]3[CH:31]=[CH:30][CH:29]=[C:28]([C:32]4[O:33][CH:34]=[CH:35][CH:36]=4)[CH:27]=3)[CH2:20]2)=[O:18])=[CH:12][CH:11]=1. Product: [Cl:1][C:34]1[O:33][C:32]([C:28]2[CH:27]=[C:26]([CH:31]=[CH:30][CH:29]=2)[C:25]([N:21]2[CH2:22][CH2:23][CH2:24][CH:19]([C:17]([NH:16][C:13]3[CH:12]=[CH:11][C:10]([Cl:9])=[CH:15][CH:14]=3)=[O:18])[CH2:20]2)=[O:37])=[CH:36][CH:35]=1. The catalyst class is: 18. (4) Reactant: [CH3:1][O:2][C:3]1[CH:28]=[CH:27][C:6]([CH2:7][N:8]2[N:12]=[N:11][C:10]([C:13]3[C:18](=[O:19])[N:17]4[CH:20]=[CH:21][C:22]([C:24](O)=[O:25])=[CH:23][C:16]4=[N:15][CH:14]=3)=[N:9]2)=[CH:5][CH:4]=1.C1N=CN(C(N2C=NC=C2)=O)C=1.Br.[CH:42]([C:45]1[N:46]=[C:47]([NH2:50])[S:48][CH:49]=1)([CH3:44])[CH3:43].Cl. Product: [CH:42]([C:45]1[N:46]=[C:47]([NH:50][C:24]([C:22]2[CH:21]=[CH:20][N:17]3[C:18](=[O:19])[C:13]([C:10]4[N:11]=[N:12][N:8]([CH2:7][C:6]5[CH:5]=[CH:4][C:3]([O:2][CH3:1])=[CH:28][CH:27]=5)[N:9]=4)=[CH:14][N:15]=[C:16]3[CH:23]=2)=[O:25])[S:48][CH:49]=1)([CH3:44])[CH3:43]. The catalyst class is: 9.